Predict which catalyst facilitates the given reaction. From a dataset of Catalyst prediction with 721,799 reactions and 888 catalyst types from USPTO. (1) Reactant: [CH3:1][C:2]1[C:20]([C:21]2[S:22][C:23]([C:32]3[N:36]=[CH:35][NH:34][N:33]=3)=[C:24]([C:26]3[CH:31]=[CH:30][CH:29]=[CH:28][CH:27]=3)[N:25]=2)=[C:5]2[CH:6]=[C:7]([O:10][CH2:11][CH2:12][N:13]3[CH2:18][CH2:17][NH:16][C:15](=[O:19])[CH2:14]3)[CH:8]=[CH:9][N:4]2[N:3]=1.[C:37]1([CH3:47])[CH:42]=[CH:41][C:40]([S:43]([OH:46])(=[O:45])=[O:44])=[CH:39][CH:38]=1.CCO. Product: [C:37]1([CH3:47])[CH:38]=[CH:39][C:40]([S:43]([OH:46])(=[O:44])=[O:45])=[CH:41][CH:42]=1.[CH3:1][C:2]1[C:20]([C:21]2[S:22][C:23]([C:32]3[N:36]=[CH:35][NH:34][N:33]=3)=[C:24]([C:26]3[CH:31]=[CH:30][CH:29]=[CH:28][CH:27]=3)[N:25]=2)=[C:5]2[CH:6]=[C:7]([O:10][CH2:11][CH2:12][N:13]3[CH2:18][CH2:17][NH:16][C:15](=[O:19])[CH2:14]3)[CH:8]=[CH:9][N:4]2[N:3]=1. The catalyst class is: 25. (2) Reactant: BrC1C=CC([C@@H]([N:10]2[CH2:15][CH2:14][C@@:13]([C:20]3[CH:25]=[CH:24][C:23]([F:26])=[CH:22][CH:21]=3)([CH2:16][C:17](=[O:19])[CH3:18])[O:12][C:11]2=[O:27])C)=CC=1.[CH3:28][Mg]Br. Product: [F:26][C:23]1[CH:22]=[CH:21][C:20]([C:13]2([CH2:16][C:17]([OH:19])([CH3:18])[CH3:28])[O:12][C:11](=[O:27])[NH:10][CH2:15][CH2:14]2)=[CH:25][CH:24]=1. The catalyst class is: 1. (3) Reactant: [CH2:1]([O:8][C:9]([N:11]1[CH2:15][C@H:14]([O:16][C:17]([CH3:20])([CH3:19])[CH3:18])[CH2:13][C@H:12]1[CH2:21][NH2:22])=[O:10])[C:2]1[CH:7]=[CH:6][CH:5]=[CH:4][CH:3]=1.[CH3:23][C:24]([O:27][C:28](O[C:28]([O:27][C:24]([CH3:26])([CH3:25])[CH3:23])=[O:29])=[O:29])([CH3:26])[CH3:25]. Product: [CH2:1]([O:8][C:9]([N:11]1[CH2:15][C@H:14]([O:16][C:17]([CH3:18])([CH3:19])[CH3:20])[CH2:13][C@H:12]1[CH2:21][NH:22][C:28]([O:27][C:24]([CH3:26])([CH3:25])[CH3:23])=[O:29])=[O:10])[C:2]1[CH:7]=[CH:6][CH:5]=[CH:4][CH:3]=1. The catalyst class is: 2.